This data is from Reaction yield outcomes from USPTO patents with 853,638 reactions. The task is: Predict the reaction yield, written as a fraction of the theoretical maximum amount of product (1.0 means a 100% yield; for example, 0.34 means a 34% yield). The reactants are FC(F)(F)C(O)=O.[NH:8]([C:15]1[C:20]([Br:21])=[CH:19][N:18]=[C:17]([NH:22][C:23]2[CH:28]=[CH:27][C:26]([C:29]#[C:30][CH2:31][NH:32]C(OC(C)(C)C)=O)=[CH:25][CH:24]=2)[N:16]=1)[C:9]1[CH:14]=[CH:13][CH:12]=[CH:11][CH:10]=1. The catalyst is C(Cl)Cl. The product is [NH:8]([C:15]1[C:20]([Br:21])=[CH:19][N:18]=[C:17]([NH:22][C:23]2[CH:24]=[CH:25][C:26]([C:29]#[C:30][CH2:31][NH2:32])=[CH:27][CH:28]=2)[N:16]=1)[C:9]1[CH:14]=[CH:13][CH:12]=[CH:11][CH:10]=1. The yield is 0.810.